From a dataset of Peptide-MHC class I binding affinity with 185,985 pairs from IEDB/IMGT. Regression. Given a peptide amino acid sequence and an MHC pseudo amino acid sequence, predict their binding affinity value. This is MHC class I binding data. (1) The peptide sequence is VLMMRTTWAL. The binding affinity (normalized) is 0.807. The MHC is HLA-A02:01 with pseudo-sequence HLA-A02:01. (2) The peptide sequence is AIIDYIAYM. The MHC is HLA-A11:01 with pseudo-sequence HLA-A11:01. The binding affinity (normalized) is 0.680. (3) The peptide sequence is VQQQQQLL. The MHC is HLA-B27:05 with pseudo-sequence HLA-B27:05. The binding affinity (normalized) is 0.